From a dataset of NCI-60 drug combinations with 297,098 pairs across 59 cell lines. Regression. Given two drug SMILES strings and cell line genomic features, predict the synergy score measuring deviation from expected non-interaction effect. Drug 1: CN1CCC(CC1)COC2=C(C=C3C(=C2)N=CN=C3NC4=C(C=C(C=C4)Br)F)OC. Drug 2: CC1=C(C(=CC=C1)Cl)NC(=O)C2=CN=C(S2)NC3=CC(=NC(=N3)C)N4CCN(CC4)CCO. Cell line: MDA-MB-231. Synergy scores: CSS=52.0, Synergy_ZIP=13.1, Synergy_Bliss=13.6, Synergy_Loewe=7.75, Synergy_HSA=17.0.